Dataset: Full USPTO retrosynthesis dataset with 1.9M reactions from patents (1976-2016). Task: Predict the reactants needed to synthesize the given product. (1) Given the product [CH3:14][O:15][C:16](=[O:23])[CH:17]([NH:18][C:10](=[O:12])[CH2:9][C:4]1[CH:5]=[C:6]([Cl:8])[CH:7]=[C:2]([Cl:1])[CH:3]=1)[CH2:19][CH2:20][CH2:21][CH3:22], predict the reactants needed to synthesize it. The reactants are: [Cl:1][C:2]1[CH:3]=[C:4]([CH2:9][C:10]([OH:12])=O)[CH:5]=[C:6]([Cl:8])[CH:7]=1.Cl.[CH3:14][O:15][C:16](=[O:23])[C@H:17]([CH2:19][CH2:20][CH2:21][CH3:22])[NH2:18]. (2) Given the product [C:26]([C:30]1[CH:34]=[C:33]([NH:35][C:36]([NH:22][C:21]2[CH:23]=[CH:24][CH:25]=[C:19]([O:18][C:6]3[C:5]4[C:10](=[CH:11][C:12]([O:13][CH2:14][CH2:15][O:16][CH3:17])=[C:3]([O:2][CH3:1])[CH:4]=4)[N:9]=[CH:8][N:7]=3)[CH:20]=2)=[O:37])[O:32][N:31]=1)([CH3:29])([CH3:27])[CH3:28], predict the reactants needed to synthesize it. The reactants are: [CH3:1][O:2][C:3]1[CH:4]=[C:5]2[C:10](=[CH:11][C:12]=1[O:13][CH2:14][CH2:15][O:16][CH3:17])[N:9]=[CH:8][N:7]=[C:6]2[O:18][C:19]1[CH:20]=[C:21]([CH:23]=[CH:24][CH:25]=1)[NH2:22].[C:26]([C:30]1[CH:34]=[C:33]([NH:35][C:36](=O)[O:37]C2C=CC=CC=2)[O:32][N:31]=1)([CH3:29])([CH3:28])[CH3:27]. (3) Given the product [F:3][C:4]1[C:9]([F:10])=[CH:8][CH:7]=[CH:6][C:5]=1[C@H:11]1[CH2:17][N:16]([CH2:30][CH2:29][O:28][CH3:27])[C:15](=[O:18])[C@H:14]([NH:19][C:20](=[O:26])[O:21][C:22]([CH3:23])([CH3:25])[CH3:24])[CH2:13][CH2:12]1, predict the reactants needed to synthesize it. The reactants are: [H-].[Na+].[F:3][C:4]1[C:9]([F:10])=[CH:8][CH:7]=[CH:6][C:5]=1[C@H:11]1[CH2:17][NH:16][C:15](=[O:18])[C@H:14]([NH:19][C:20](=[O:26])[O:21][C:22]([CH3:25])([CH3:24])[CH3:23])[CH2:13][CH2:12]1.[CH3:27][O:28][CH2:29][CH2:30]Br. (4) Given the product [CH:47]1[N:48]=[C:49]([NH2:50])[C:44]2[N:43]=[CH:42][N:41]([C@@H:39]3[O:40][C@H:36]([CH2:35][O:34][P:31]([O:30][P:27]([O:26][CH2:25][C@H:23]4[O:24][C@@H:20]([N:18]5[CH:17]=[C:16]([C:55]([NH2:57])=[O:56])[CH2:15][CH:14]=[CH:19]5)[C@H:21]([OH:54])[C@@H:22]4[OH:53])([OH:29])=[O:28])([OH:33])=[O:32])[C@@H:37]([OH:52])[C@H:38]3[OH:51])[C:45]=2[N:46]=1, predict the reactants needed to synthesize it. The reactants are: NCC(O)=O.[OH-].[K+].[O-]S([O-])(=O)=O.[Mg+2].[CH:14]1[CH:19]=[N+:18]([C@@H:20]2[O:24][C@H:23]([CH2:25][O:26][P:27]([O:30][P:31]([O:34][CH2:35][C@H:36]3[O:40][C@@H:39]([N:41]4[C:45]5[N:46]=[CH:47][N:48]=[C:49]([NH2:50])[C:44]=5[N:43]=[CH:42]4)[C@H:38]([OH:51])[C@@H:37]3[OH:52])([OH:33])=[O:32])([OH:29])=[O:28])[C@@H:22]([OH:53])[C@H:21]2[OH:54])[CH:17]=[C:16]([C:55]([NH2:57])=[O:56])[CH:15]=1. (5) The reactants are: [C:1]([C:4]1[N:5]=[C:6]2[C:12]3[CH:13]=[C:14]([C:18]#[C:19][C:20]([OH:23])([CH3:22])[CH3:21])[C:15]([F:17])=[CH:16][C:11]=3[O:10][CH2:9][CH2:8][N:7]2[C:24]=1[C:25]([OH:27])=O)(=[O:3])[NH2:2].[O:28]1[CH2:33][CH2:32][CH:31]([CH2:34][NH2:35])[CH2:30][CH2:29]1. Given the product [F:17][C:15]1[C:14]([C:18]#[C:19][C:20]([OH:23])([CH3:21])[CH3:22])=[CH:13][C:12]2[C:6]3[N:7]([C:24]([C:25]([NH:35][CH2:34][CH:31]4[CH2:32][CH2:33][O:28][CH2:29][CH2:30]4)=[O:27])=[C:4]([C:1]([NH2:2])=[O:3])[N:5]=3)[CH2:8][CH2:9][O:10][C:11]=2[CH:16]=1, predict the reactants needed to synthesize it. (6) Given the product [NH4+:3].[OH-:14].[C:17]1([C@H:4]2[NH:3][C:13](=[O:14])[C:8]3([CH2:12][CH2:11][CH2:10][CH2:9]3)[NH:7][CH2:6][CH2:5]2)[CH:22]=[CH:21][CH:20]=[CH:19][CH:18]=1, predict the reactants needed to synthesize it. The reactants are: Cl.Cl.[NH2:3][C@H:4]([C:17]1[CH:22]=[CH:21][CH:20]=[CH:19][CH:18]=1)[CH2:5][CH2:6][NH:7][C:8]1([C:13](OC)=[O:14])[CH2:12][CH2:11][CH2:10][CH2:9]1.Cl.C1C=NC2N(O)N=NC=2C=1.CCN=C=NCCCN(C)C.